This data is from Full USPTO retrosynthesis dataset with 1.9M reactions from patents (1976-2016). The task is: Predict the reactants needed to synthesize the given product. (1) Given the product [Cl:1][C:2]1[CH:7]=[CH:6][C:5]([C:8]([N:15]2[C:23]3[C:18](=[C:19]([CH2:24][CH2:25][S:26]([CH3:29])(=[O:28])=[O:27])[CH:20]=[CH:21][CH:22]=3)[CH:17]=[CH:16]2)([CH2:13][CH3:14])[C:9]([O:11][CH3:12])=[O:10])=[CH:4][CH:3]=1, predict the reactants needed to synthesize it. The reactants are: [Cl:1][C:2]1[CH:7]=[CH:6][C:5]([C:8]([N:15]2[C:23]3[C:18](=[C:19](/[CH:24]=[CH:25]/[S:26]([CH3:29])(=[O:28])=[O:27])[CH:20]=[CH:21][CH:22]=3)[CH:17]=[CH:16]2)([CH2:13][CH3:14])[C:9]([O:11][CH3:12])=[O:10])=[CH:4][CH:3]=1. (2) Given the product [F:1][C:2]1[CH:13]=[CH:12][C:5]2[N:6]([CH3:16])[C:7](=[O:11])[O:8][C:9](=[O:10])[C:4]=2[CH:3]=1, predict the reactants needed to synthesize it. The reactants are: [F:1][C:2]1[CH:13]=[CH:12][C:5]2[NH:6][C:7](=[O:11])[O:8][C:9](=[O:10])[C:4]=2[CH:3]=1.[H-].[Na+].[CH3:16]I.